This data is from Catalyst prediction with 721,799 reactions and 888 catalyst types from USPTO. The task is: Predict which catalyst facilitates the given reaction. (1) Reactant: [Cl:1][C:2]1[N:3]=[CH:4][C:5]2[CH:10]=[C:9]([CH:11](OCC)[O:12]CC)[N:8]([CH:18]3[CH2:22][CH2:21][CH2:20][CH2:19]3)[C:6]=2[N:7]=1.Cl.[OH-].[Na+].C([O-])(O)=O.[Na+]. Product: [Cl:1][C:2]1[N:3]=[CH:4][C:5]2[CH:10]=[C:9]([CH:11]=[O:12])[N:8]([CH:18]3[CH2:19][CH2:20][CH2:21][CH2:22]3)[C:6]=2[N:7]=1. The catalyst class is: 12. (2) Reactant: Cl.[Cl:2][C:3]1[CH:12]=[C:11]2[C:6]([CH:7]=[CH:8][N:9]=[C:10]2[O:13]C)=[CH:5][C:4]=1[O:15][CH:16]1[CH2:21][CH2:20][CH:19]([C:22]([NH2:32])([C:24]2[CH:29]=[CH:28][C:27]([O:30][CH3:31])=[CH:26][CH:25]=2)[CH3:23])[CH2:18][CH2:17]1.C(#N)C.O. Product: [NH2:32][C:22]([CH:19]1[CH2:18][CH2:17][CH:16]([O:15][C:4]2[CH:5]=[C:6]3[C:11](=[CH:12][C:3]=2[Cl:2])[C:10](=[O:13])[NH:9][CH:8]=[CH:7]3)[CH2:21][CH2:20]1)([C:24]1[CH:25]=[CH:26][C:27]([O:30][CH3:31])=[CH:28][CH:29]=1)[CH3:23]. The catalyst class is: 32. (3) The catalyst class is: 12. Product: [NH:8]1[CH2:13][CH2:12][CH:11]([C:14]2[N:15]=[C:16]([N:21]3[CH2:22][CH2:23][CH2:24][CH2:25][CH2:26]3)[N:17]=[C:18]([OH:20])[CH:19]=2)[CH2:10][CH2:9]1.[ClH:27]. Reactant: C(OC([N:8]1[CH2:13][CH2:12][CH:11]([C:14]2[CH:19]=[C:18]([OH:20])[N:17]=[C:16]([N:21]3[CH2:26][CH2:25][CH2:24][CH2:23][CH2:22]3)[N:15]=2)[CH2:10][CH2:9]1)=O)(C)(C)C.[ClH:27]. (4) Reactant: [Cl:1][C:2]1[CH:7]=[CH:6][C:5]([C:8]2[C:16]3[C:11](=[CH:12][CH:13]=[CH:14][C:15]=3[S:17][CH3:18])[N:10]3[CH2:19][CH2:20][CH2:21][CH:22]([CH2:23][C:24]([O:26][CH2:27][CH3:28])=[O:25])[C:9]=23)=[CH:4][CH:3]=1.C1C=C(C([O-])=[O:36])C(C(O[O-])=O)=CC=1.[Mg+2]. Product: [Cl:1][C:2]1[CH:7]=[CH:6][C:5]([C:8]2[C:16]3[C:11](=[CH:12][CH:13]=[CH:14][C:15]=3[S:17]([CH3:18])=[O:36])[N:10]3[CH2:19][CH2:20][CH2:21][CH:22]([CH2:23][C:24]([O:26][CH2:27][CH3:28])=[O:25])[C:9]=23)=[CH:4][CH:3]=1. The catalyst class is: 61. (5) Reactant: [F:1][CH:2]([F:17])[C:3]1[CH:8]=[CH:7][CH:6]=[CH:5][C:4]=1[C:9]1[CH:14]=[CH:13][C:12]([C:15]#[N:16])=[CH:11][CH:10]=1. Product: [F:1][CH:2]([F:17])[C:3]1[CH:8]=[CH:7][CH:6]=[CH:5][C:4]=1[C:9]1[CH:14]=[CH:13][C:12]([CH2:15][NH2:16])=[CH:11][CH:10]=1. The catalyst class is: 834. (6) Reactant: [CH2:1]([NH2:4])[CH2:2][NH2:3].C[Al](C)C.CO[C:11](=O)[CH2:12][N:13]1[C:21]2[C:16](=[CH:17][C:18]([N:22]3[CH:27]=[CH:26][C:25]4[O:28][C:29]([C:31]5[CH:36]=[CH:35][C:34]([Cl:37])=[CH:33][CH:32]=5)=[CH:30][C:24]=4[C:23]3=[O:38])=[CH:19][CH:20]=2)[CH:15]=[N:14]1. Product: [Cl:37][C:34]1[CH:35]=[CH:36][C:31]([C:29]2[O:28][C:25]3[CH:26]=[CH:27][N:22]([C:18]4[CH:17]=[C:16]5[C:21](=[CH:20][CH:19]=4)[N:13]([CH2:12][C:11]4[NH:3][CH2:2][CH2:1][N:4]=4)[N:14]=[CH:15]5)[C:23](=[O:38])[C:24]=3[CH:30]=2)=[CH:32][CH:33]=1. The catalyst class is: 93. (7) Reactant: [NH2:1][C@H:2]1[CH2:6][CH2:5][N:4]([C:7]([O:9][C:10]([CH3:13])([CH3:12])[CH3:11])=[O:8])[CH2:3]1.[H-].[Na+].[Br:16][C:17]1[CH:18]=[C:19]2[C:24](=[C:25](Br)[N:26]=1)[N:23]=[CH:22][CH:21]=[CH:20]2. Product: [Br:16][C:17]1[CH:18]=[C:19]2[C:24](=[C:25]([NH:1][C@H:2]3[CH2:6][CH2:5][N:4]([C:7]([O:9][C:10]([CH3:13])([CH3:12])[CH3:11])=[O:8])[CH2:3]3)[N:26]=1)[N:23]=[CH:22][CH:21]=[CH:20]2. The catalyst class is: 264.